Dataset: Full USPTO retrosynthesis dataset with 1.9M reactions from patents (1976-2016). Task: Predict the reactants needed to synthesize the given product. (1) Given the product [C:22](=[O:25])([OH:24])[O-:23].[CH2:1]([NH+:3]([CH2:14][CH3:15])[CH2:4][CH3:5])[CH3:2], predict the reactants needed to synthesize it. The reactants are: [C:1](#[N:3])[CH3:2].[CH:4](C1C=CC=CC=1C=C)=[CH2:5].[CH2:14]=[CH:15]C1C=CC=CC=1.[C:22](=[O:24])=[O:23].[OH2:25]. (2) Given the product [C:1]([N:4]1[C:46]2[C:41](=[CH:42][CH:43]=[C:44]([Cl:47])[CH:45]=2)[C:6]2([CH:11]([C:12]3[CH:17]=[C:16]([Cl:18])[CH:15]=[CH:14][C:13]=3[O:19][C:20]([CH2:30][CH3:31])([CH2:28][CH3:29])[C:21]([NH:23][S:24]([CH3:27])(=[O:25])=[O:26])=[O:22])[CH2:10][C:9](=[S:58])[NH:8][CH:7]2[C:33]2[CH:38]=[C:37]([F:39])[CH:36]=[CH:35][C:34]=2[CH3:40])[C:5]1=[O:48])(=[O:3])[CH3:2], predict the reactants needed to synthesize it. The reactants are: [C:1]([N:4]1[C:46]2[C:41](=[CH:42][CH:43]=[C:44]([Cl:47])[CH:45]=2)[C:6]2([CH:11]([C:12]3[CH:17]=[C:16]([Cl:18])[CH:15]=[CH:14][C:13]=3[O:19][C:20]([CH2:30][CH3:31])([CH2:28][CH3:29])[C:21]([NH:23][S:24]([CH3:27])(=[O:26])=[O:25])=[O:22])[CH2:10][C:9](=O)[NH:8][CH:7]2[C:33]2[CH:38]=[C:37]([F:39])[CH:36]=[CH:35][C:34]=2[CH3:40])[C:5]1=[O:48])(=[O:3])[CH3:2].COC1C=CC(P2(SP(C3C=CC(OC)=CC=3)(=S)S2)=[S:58])=CC=1. (3) Given the product [OH:6][C:7]1[C:8]([CH3:12])=[C:9]([CH3:11])[N:17]=[CH:15][N:16]=1, predict the reactants needed to synthesize it. The reactants are: C[O-].[Na+].C([O:6][C:7](=O)[CH:8]([CH3:12])[C:9]([CH3:11])=O)C.Cl.[CH:15]([NH2:17])=[NH:16].S(=O)(=O)(O)O. (4) Given the product [P:24]([OH:28])([OH:27])([OH:26])=[O:25].[N:1]1[C:6]2[NH:7][CH:8]=[CH:9][C:5]=2[C:4]([C:10]2[CH:11]=[N:12][N:13]([C@@H:15]([CH:19]3[CH2:23][CH2:22][CH2:21][CH2:20]3)[CH2:16][C:17]#[N:18])[CH:14]=2)=[N:3][CH:2]=1, predict the reactants needed to synthesize it. The reactants are: [N:1]1[C:6]2[NH:7][CH:8]=[CH:9][C:5]=2[C:4]([C:10]2[CH:11]=[N:12][N:13]([C@@H:15]([CH:19]3[CH2:23][CH2:22][CH2:21][CH2:20]3)[CH2:16][C:17]#[N:18])[CH:14]=2)=[N:3][CH:2]=1.[P:24](=[O:28])([OH:27])([OH:26])[OH:25]. (5) Given the product [C:1]1([N:7]2[CH:11]=[C:19]([C:13]3[CH:18]=[CH:17][CH:16]=[CH:15][CH:14]=3)[CH:20]=[N:8]2)[CH:6]=[CH:5][CH:4]=[CH:3][CH:2]=1, predict the reactants needed to synthesize it. The reactants are: [C:1]1([N+:7]2[N-:8]OC(=O)[CH:11]=2)[CH:6]=[CH:5][CH:4]=[CH:3][CH:2]=1.[C:13]1([C:19]#[CH:20])[CH:18]=[CH:17][CH:16]=[CH:15][CH:14]=1. (6) Given the product [F:16][C:17]([F:30])([F:29])[S:18]([O:13][C:8]1[CH:9]=[CH:10][CH:11]=[C:12]2[C:7]=1[NH:6][C:5]1[N:14]=[CH:15][C:2]([CH3:1])=[CH:3][C:4]2=1)(=[O:20])=[O:19], predict the reactants needed to synthesize it. The reactants are: [CH3:1][C:2]1[CH:15]=[N:14][C:5]2[NH:6][C:7]3[C:12]([C:4]=2[CH:3]=1)=[CH:11][CH:10]=[CH:9][C:8]=3[OH:13].[F:16][C:17]([F:30])([F:29])[S:18](O[S:18]([C:17]([F:30])([F:29])[F:16])(=[O:20])=[O:19])(=[O:20])=[O:19].C(#N)C.